From a dataset of Forward reaction prediction with 1.9M reactions from USPTO patents (1976-2016). Predict the product of the given reaction. (1) Given the reactants Cl[C:2]1[CH:7]=[C:6]([Cl:8])[N:5]=[C:4]([CH:9]2[CH2:11][CH2:10]2)[N:3]=1.[OH:12][C:13]1[CH:22]=[C:21]([CH3:23])[C:16]2[NH:17][C:18](=[O:20])[O:19][C:15]=2[CH:14]=1.C(=O)([O-])[O-].[Cs+].[Cs+], predict the reaction product. The product is: [Cl:8][C:6]1[N:5]=[C:4]([CH:9]2[CH2:11][CH2:10]2)[N:3]=[C:2]([O:12][C:13]2[CH:22]=[C:21]([CH3:23])[C:16]3[NH:17][C:18](=[O:20])[O:19][C:15]=3[CH:14]=2)[CH:7]=1. (2) Given the reactants [I:1][C:2]1[C:10]([N+:11]([O-:13])=[O:12])=[CH:9][CH:8]=[CH:7][C:3]=1[C:4]([OH:6])=[O:5].S(=O)(=O)(O)O.[CH3:19]O, predict the reaction product. The product is: [I:1][C:2]1[C:10]([N+:11]([O-:13])=[O:12])=[CH:9][CH:8]=[CH:7][C:3]=1[C:4]([O:6][CH3:19])=[O:5]. (3) Given the reactants C(P(C(C)(C)C)C1C(OC)=CC=C(OC)C=1C1C(C(C)C)=CC(C(C)C)=CC=1C(C)C)(C)(C)C.[O-]P([O-])([O-])=O.[K+].[K+].[K+].CC1CCCO1.FC(F)(F)C(F)(S(O[C:60]1[CH:69]=[CH:68][C:67]2[C:62](=[CH:63][CH:64]=[C:65]([C:70]3[CH:75]=[C:74]([N:76]4[CH:81]=[CH:80][C:79](=[O:82])[NH:78][C:77]4=[O:83])[CH:73]=[C:72]([C:84]([CH3:87])([CH3:86])[CH3:85])[C:71]=3[O:88][CH3:89])[CH:66]=2)[CH:61]=1)(=O)=O)C(F)(F)F.[CH3:93][S:94]([NH2:97])(=[O:96])=[O:95], predict the reaction product. The product is: [C:84]([C:72]1[C:71]([O:88][CH3:89])=[C:70]([C:65]2[CH:66]=[C:67]3[C:62](=[CH:63][CH:64]=2)[CH:61]=[C:60]([NH:97][S:94]([CH3:93])(=[O:96])=[O:95])[CH:69]=[CH:68]3)[CH:75]=[C:74]([N:76]2[CH:81]=[CH:80][C:79](=[O:82])[NH:78][C:77]2=[O:83])[CH:73]=1)([CH3:86])([CH3:87])[CH3:85]. (4) Given the reactants [Cl:1][O-:2].[CH3:3][C:4]1([CH3:13])[N:9]([O:10])[C:8]([CH3:12])([CH3:11])[CH2:7][CH2:6][CH2:5]1, predict the reaction product. The product is: [Cl:1][O-:2].[CH3:11][C:8]1([CH3:12])[N:9]([O:10])[C:4]([CH3:13])([CH3:3])[CH2:5][CH2:6][CH2:7]1. (5) Given the reactants [S-:1][C:2]#[N:3].[K+].[CH2:11]1[O:12][C:9](O)([CH2:11][OH:12])[CH2:8]O[C:9]1(O)[CH2:8]O.Cl.[CH2:18]([NH2:20])[CH3:19].C(O)(=O)C, predict the reaction product. The product is: [CH2:18]([N:20]1[C:9]([CH2:11][OH:12])=[CH:8][N:3]=[C:2]1[SH:1])[CH3:19]. (6) Given the reactants [CH:1]1(/[CH:6]=[C:7](\[C:11]2[CH:12]=[N:13][C:14]([S:17][CH:18]3[CH2:20][CH2:19]3)=[CH:15][CH:16]=2)/[C:8]([OH:10])=O)[CH2:5][CH2:4][CH2:3][CH2:2]1.[NH2:21][C:22]1[S:23][C:24]([C:27]([O:29][CH2:30][CH3:31])=[O:28])=[CH:25][N:26]=1, predict the reaction product. The product is: [CH:1]1([CH:6]=[C:7]([C:11]2[CH:12]=[N:13][C:14]([S:17][CH:18]3[CH2:20][CH2:19]3)=[CH:15][CH:16]=2)[C:8]([NH:21][C:22]2[S:23][C:24]([C:27]([O:29][CH2:30][CH3:31])=[O:28])=[CH:25][N:26]=2)=[O:10])[CH2:2][CH2:3][CH2:4][CH2:5]1. (7) Given the reactants [CH2:1]([O:5][C:6]1[N:14]=[C:13]2[C:9]([N:10]=[C:11]([O:25]C)[N:12]2[CH2:15][CH2:16][CH2:17][CH2:18][CH:19]2[CH2:24][CH2:23][NH:22][CH2:21][CH2:20]2)=[C:8]([NH2:27])[N:7]=1)[CH2:2][CH2:3][CH3:4].I[CH2:29][CH2:30][CH2:31][CH3:32], predict the reaction product. The product is: [NH2:27][C:8]1[N:7]=[C:6]([O:5][CH2:1][CH2:2][CH2:3][CH3:4])[N:14]=[C:13]2[C:9]=1[NH:10][C:11](=[O:25])[N:12]2[CH2:15][CH2:16][CH2:17][CH2:18][CH:19]1[CH2:20][CH2:21][N:22]([CH2:29][CH2:30][CH2:31][CH3:32])[CH2:23][CH2:24]1. (8) Given the reactants [CH2:1]([O:3][C:4]1[CH:26]=[CH:25][CH:24]=[CH:23][C:5]=1[O:6][C@@H:7]1[CH2:12][CH2:11][CH2:10][N:9]([C:13]2[C:21]([F:22])=[CH:20][C:16]([C:17](O)=[O:18])=[CH:15][N:14]=2)[CH2:8]1)[CH3:2].[NH2:27][CH2:28][C:29]1[CH:34]=[CH:33][N:32]=[C:31]([C:35]([O:37]C)=[O:36])[CH:30]=1.CCN=C=NCCCN(C)C.[Li+].[OH-], predict the reaction product. The product is: [CH2:1]([O:3][C:4]1[CH:26]=[CH:25][CH:24]=[CH:23][C:5]=1[O:6][C@@H:7]1[CH2:12][CH2:11][CH2:10][N:9]([C:13]2[C:21]([F:22])=[CH:20][C:16]([C:17]([NH:27][CH2:28][C:29]3[CH:34]=[CH:33][N:32]=[C:31]([C:35]([OH:37])=[O:36])[CH:30]=3)=[O:18])=[CH:15][N:14]=2)[CH2:8]1)[CH3:2].